From a dataset of Full USPTO retrosynthesis dataset with 1.9M reactions from patents (1976-2016). Predict the reactants needed to synthesize the given product. (1) Given the product [F:33][C:32]1[C:25]([NH:1][CH2:2][C@@H:3]2[C@H:8]([CH3:9])[CH2:7][CH2:6][CH2:5][N:4]2[C:10](=[O:11])[C:12]2[C:17]([N:18]3[N:22]=[CH:21][CH:20]=[N:19]3)=[CH:16][CH:15]=[C:14]([CH3:23])[N:13]=2)=[N:26][CH:27]=[C:28]([CH:31]=1)[C:29]#[N:30], predict the reactants needed to synthesize it. The reactants are: [NH2:1][CH2:2][C@@H:3]1[C@H:8]([CH3:9])[CH2:7][CH2:6][CH2:5][N:4]1[C:10]([C:12]1[C:17]([N:18]2[N:22]=[CH:21][CH:20]=[N:19]2)=[CH:16][CH:15]=[C:14]([CH3:23])[N:13]=1)=[O:11].Cl[C:25]1[C:32]([F:33])=[CH:31][C:28]([C:29]#[N:30])=[CH:27][N:26]=1. (2) Given the product [C:8]([CH:7]([C:6]1[CH:10]=[CH:11][C:3]([O:2][CH3:1])=[CH:4][CH:5]=1)[C:12]1([OH:18])[CH2:17][CH2:16][CH2:15][CH2:14][CH2:13]1)#[N:9], predict the reactants needed to synthesize it. The reactants are: [CH3:1][O:2][C:3]1[CH:11]=[CH:10][C:6]([CH2:7][C:8]#[N:9])=[CH:5][CH:4]=1.[C:12]1(=[O:18])[CH2:17][CH2:16][CH2:15][CH2:14][CH2:13]1.O.[OH-].C([N+](CCCC)(CCCC)CCCC)CCC.Cl. (3) Given the product [ClH:26].[F:2][C:3]1[CH:4]=[CH:5][C:6]([C:7]([NH:9][C:10]2[CH:15]=[CH:14][CH:13]=[C:12]([O:16][CH:17]3[CH2:18][CH2:19][NH:20][CH2:21][CH2:22]3)[N:11]=2)=[O:8])=[CH:24][CH:25]=1, predict the reactants needed to synthesize it. The reactants are: Cl.[F:2][C:3]1[CH:25]=[CH:24][C:6]([C:7]([NH:9][C:10]2[CH:15]=[CH:14][CH:13]=[C:12]([O:16][CH:17]3[CH2:22][CH2:21][N:20](C)[CH2:19][CH2:18]3)[N:11]=2)=[O:8])=[CH:5][CH:4]=1.[Cl:26]CCCl.ClC(OC(Cl)C)=O.[Cl-].[NH4+]. (4) Given the product [CH3:3][O:4][C:5](=[O:20])[CH:6]([C:18]#[N:19])[C:7]([C:9]1[CH:14]=[CH:13][C:12]([F:15])=[CH:11][C:10]=1[O:16][CH3:17])([CH3:1])[CH3:8], predict the reactants needed to synthesize it. The reactants are: [CH3:1][Li].[CH3:3][O:4][C:5](=[O:20])[C:6]([C:18]#[N:19])=[C:7]([C:9]1[CH:14]=[CH:13][C:12]([F:15])=[CH:11][C:10]=1[O:16][CH3:17])[CH3:8]. (5) The reactants are: [C:1]([O:4][CH2:5][CH3:6])(=[O:3])[CH3:2].C([N-]C(C)C)(C)C.[Li+].[Br:15][C:16]([CH2:18]Br)=[CH2:17]. Given the product [Br:15][C:16](=[CH2:17])[CH2:18][CH2:2][C:1]([O:4][CH2:5][CH3:6])=[O:3], predict the reactants needed to synthesize it. (6) The reactants are: [CH3:1][C:2]1([CH3:14])[C:6]([CH3:8])([CH3:7])[O:5][B:4]([C:9]2[CH:10]=[N:11][NH:12][CH:13]=2)[O:3]1.[CH:15]1([CH2:18]Br)[CH2:17][CH2:16]1.C(=O)([O-])[O-].[Cs+].[Cs+]. Given the product [CH:15]1([CH2:18][N:12]2[CH:13]=[C:9]([B:4]3[O:5][C:6]([CH3:7])([CH3:8])[C:2]([CH3:14])([CH3:1])[O:3]3)[CH:10]=[N:11]2)[CH2:17][CH2:16]1, predict the reactants needed to synthesize it. (7) Given the product [CH:4]1([C:3]2[CH:10]=[CH:11][CH:12]=[CH:13][C:2]=2[CH:26]=[O:27])[CH2:18][CH2:17][CH2:16][CH2:15][CH2:14]1, predict the reactants needed to synthesize it. The reactants are: Br[C:2]1[CH:13]=[CH:12][CH:11]=[CH:10][C:3]=1[CH:4]=NCCCC.[CH:14]1([Mg]Br)C[CH2:18][CH2:17][CH2:16][CH2:15]1.[Cl-].[NH4+].C1C[O:27][CH2:26]C1. (8) Given the product [C:1]([O:5][C:6]([N:8]1[CH2:12][CH2:11][CH2:10][CH:9]1[CH2:13][CH2:14][NH:15][C:16]1[CH:17]=[CH:31][CH:26]=[CH:27][C:24]=1[CH:23]1[CH2:22][C:21]2[C:36](=[CH:35][CH:40]=[CH:19][CH:20]=2)[CH2:18]1)=[O:7])([CH3:2])([CH3:3])[CH3:4], predict the reactants needed to synthesize it. The reactants are: [C:1]([O:5][C:6]([N:8]1[CH2:12][CH2:11][CH2:10][CH:9]1[CH2:13][CH2:14][NH:15][CH:16]1[CH2:24][C:23]2[C:18](=[CH:19][CH:20]=[CH:21][CH:22]=2)[CH2:17]1)=[O:7])([CH3:4])([CH3:3])[CH3:2].Br[C:26]1[CH:31]=CC=C[CH:27]=1.CN([C:35]1[C:40](C2C(P(C3CCCCC3)C3CCCCC3)=CC=CC=2)=CC=C[CH:36]=1)C.CC([O-])(C)C.[K+].